From a dataset of Reaction yield outcomes from USPTO patents with 853,638 reactions. Predict the reaction yield, written as a fraction of the theoretical maximum amount of product (1.0 means a 100% yield; for example, 0.34 means a 34% yield). The reactants are [C:1](Cl)(=O)C(Cl)=O.[Cl:7][C:8]1[N:13]=[N:12][C:11]([C:14]([OH:16])=[O:15])=[CH:10][CH:9]=1.CO.C(=O)([O-])O.[Na+]. The catalyst is ClCCl.CN(C)C=O. The product is [CH3:1][O:15][C:14]([C:11]1[N:12]=[N:13][C:8]([Cl:7])=[CH:9][CH:10]=1)=[O:16]. The yield is 0.650.